This data is from Reaction yield outcomes from USPTO patents with 853,638 reactions. The task is: Predict the reaction yield, written as a fraction of the theoretical maximum amount of product (1.0 means a 100% yield; for example, 0.34 means a 34% yield). The product is [F:21][C:22]([F:32])([F:33])[C:23]1[CH:24]=[CH:25][C:26]([NH:29][C:30]([CH:4]2[C:5](=[O:12])[CH:6]3[C:9]([CH3:10])([CH3:11])[C@@:2]([CH3:1])([CH2:8][CH2:7]3)[C:3]2=[O:13])=[O:31])=[CH:27][CH:28]=1. The yield is 0.910. The catalyst is CN(C)C1C=CN=CC=1.ClCCl. The reactants are [CH3:1][C@:2]12[C:9]([CH3:11])([CH3:10])[CH:6]([CH2:7][CH2:8]1)[C:5](=[O:12])[CH2:4][C:3]2=[O:13].C(N(CC)CC)C.[F:21][C:22]([F:33])([F:32])[C:23]1[CH:28]=[CH:27][C:26]([N:29]=[C:30]=[O:31])=[CH:25][CH:24]=1.